This data is from Full USPTO retrosynthesis dataset with 1.9M reactions from patents (1976-2016). The task is: Predict the reactants needed to synthesize the given product. (1) The reactants are: [Br:1][C:2]1[CH:17]=[CH:16][C:5]([C:6]([NH:8][C:9]2[CH:14]=[CH:13][CH:12]=[CH:11][C:10]=2[OH:15])=O)=[CH:4][CH:3]=1.O.C1(C)C=CC(S(O)(=O)=O)=CC=1.C1(C)C=CC=CC=1. Given the product [Br:1][C:2]1[CH:17]=[CH:16][C:5]([C:6]2[O:15][C:10]3[CH:11]=[CH:12][CH:13]=[CH:14][C:9]=3[N:8]=2)=[CH:4][CH:3]=1, predict the reactants needed to synthesize it. (2) The reactants are: [CH3:1][O:2][C:3]1[CH:8]=[C:7]([O:9][CH3:10])[CH:6]=[C:5]([O:11][CH3:12])[CH:4]=1.[CH3:13][N:14]1[CH2:19][CH2:18][C:17](=O)[CH2:16][CH2:15]1.Cl. Given the product [CH3:13][N:14]1[CH2:15][CH:16]=[C:17]([C:4]2[C:5]([O:11][CH3:12])=[CH:6][C:7]([O:9][CH3:10])=[CH:8][C:3]=2[O:2][CH3:1])[CH2:18][CH2:19]1, predict the reactants needed to synthesize it. (3) Given the product [Cl:21][C:10]1[CH:9]=[C:8]([NH:7][CH2:6][C:3]2[O:4][CH:5]=[CH:1][CH:2]=2)[C:13]([C:14]([N:28]2[CH2:29][CH2:30][CH:33]([O:23][N+:22]([O-:25])=[O:24])[CH2:32][CH2:31]2)=[O:16])=[CH:12][C:11]=1[S:17]([NH2:20])(=[O:19])=[O:18], predict the reactants needed to synthesize it. The reactants are: [CH:1]1[CH:2]=[C:3]([CH2:6][NH:7][C:8]2[C:13]([C:14]([OH:16])=O)=[CH:12][C:11]([S:17]([NH2:20])(=[O:19])=[O:18])=[C:10]([Cl:21])[CH:9]=2)[O:4][CH:5]=1.[N+:22]([O-:25])([OH:24])=[O:23].C([N:28]([CH2:31][CH3:32])[CH2:29][CH3:30])C.[CH3:33]CN=C=NCCCN(C)C. (4) Given the product [O:1]=[C:2]([CH2:11][CH2:12][CH2:13][CH2:14][CH2:15][C:16]([O:18][CH:11]([CH2:12][CH2:26][CH2:25][CH3:24])[CH2:2][CH2:3][CH2:4][CH3:5])=[O:17])[CH2:3][CH2:4][CH2:5][CH2:6][CH2:7][C:8]([O:10][CH:35]([CH2:36][CH2:37][CH2:38][CH3:39])[CH2:34][CH2:33][CH2:32][CH3:31])=[O:9], predict the reactants needed to synthesize it. The reactants are: [O:1]=[C:2]([CH2:11][CH2:12][CH2:13][CH2:14][CH2:15][C:16]([OH:18])=[O:17])[CH2:3][CH2:4][CH2:5][CH2:6][CH2:7][C:8]([OH:10])=[O:9].CCN=C=N[CH2:24][CH2:25][CH2:26]N(C)C.Cl.[CH3:31][CH2:32][CH2:33][CH2:34][CH:35](O)[CH2:36][CH2:37][CH2:38][CH3:39]. (5) Given the product [N:55]1[CH:60]=[CH:59][CH:58]=[C:57]([C:61]([N:15]2[CH2:16][CH2:17][N:12]([S:9]([C:6]3[CH:5]=[CH:4][C:3]([C:2]([F:1])([F:18])[F:19])=[CH:8][CH:7]=3)(=[O:10])=[O:11])[CH2:13][CH2:14]2)=[O:62])[CH:56]=1, predict the reactants needed to synthesize it. The reactants are: [F:1][C:2]([F:19])([F:18])[C:3]1[CH:8]=[CH:7][C:6]([S:9]([N:12]2[CH2:17][CH2:16][NH:15][CH2:14][CH2:13]2)(=[O:11])=[O:10])=[CH:5][CH:4]=1.C1C=CC2N(O)N=NC=2C=1.O.CN(C(ON1N=NC2C=CC=CC1=2)=[N+](C)C)C.F[P-](F)(F)(F)(F)F.[N:55]1[CH:60]=[CH:59][CH:58]=[C:57]([C:61](O)=[O:62])[CH:56]=1.CCN(C(C)C)C(C)C. (6) Given the product [CH3:14][O:8][CH2:7][C:2]1[CH:3]=[CH:4][CH:5]=[CH:6][C:1]=1[CH2:9][OH:10], predict the reactants needed to synthesize it. The reactants are: [C:1]1([CH2:9][OH:10])[C:2]([CH2:7][OH:8])=[CH:3][CH:4]=[CH:5][CH:6]=1.[H-].[Na+].I[CH3:14].Cl. (7) The reactants are: [CH3:1][C:2]1[O:3][C:4]([C:22]2[CH:27]=[CH:26][C:25]([C:28]([F:31])([F:30])[F:29])=[CH:24][CH:23]=2)=[CH:5][C:6]=1[CH:7]([O:12][C:13]1[CH:21]=[CH:20][C:16]([C:17](O)=[O:18])=[CH:15][CH:14]=1)[CH2:8][CH:9]([CH3:11])[CH3:10].[CH3:32][NH:33][CH2:34][CH2:35][C:36]([O:38]CC)=[O:37]. Given the product [CH3:1][C:2]1[O:3][C:4]([C:22]2[CH:23]=[CH:24][C:25]([C:28]([F:30])([F:29])[F:31])=[CH:26][CH:27]=2)=[CH:5][C:6]=1[CH:7]([O:12][C:13]1[CH:21]=[CH:20][C:16]([C:17]([N:33]([CH3:32])[CH2:34][CH2:35][C:36]([OH:38])=[O:37])=[O:18])=[CH:15][CH:14]=1)[CH2:8][CH:9]([CH3:11])[CH3:10], predict the reactants needed to synthesize it. (8) Given the product [CH2:5]([O:7][C:8]([C:10]1[N:11]([CH3:31])[CH:12]=[C:13]([C:29]#[N:30])[C:14]=1[C:15]1[CH:16]=[CH:17][C:18]([C:21]2[CH:26]=[CH:25][CH:24]=[CH:23][C:22]=2[OH:27])=[CH:19][CH:20]=1)=[O:9])[CH3:6], predict the reactants needed to synthesize it. The reactants are: B(Br)(Br)Br.[CH2:5]([O:7][C:8]([C:10]1[N:11]([CH3:31])[CH:12]=[C:13]([C:29]#[N:30])[C:14]=1[C:15]1[CH:20]=[CH:19][C:18]([C:21]2[CH:26]=[CH:25][CH:24]=[CH:23][C:22]=2[O:27]C)=[CH:17][CH:16]=1)=[O:9])[CH3:6]. (9) Given the product [CH2:1]([O:3][C:4]([C:6]1[C:14]2[C:9](=[CH:10][CH:11]=[C:12]([O:15][CH2:16][C@@H:17]([OH:22])[CH2:18][NH2:19])[CH:13]=2)[NH:8][C:7]=1[CH3:23])=[O:5])[CH3:2], predict the reactants needed to synthesize it. The reactants are: [CH2:1]([O:3][C:4]([C:6]1[C:14]2[C:9](=[CH:10][CH:11]=[C:12]([O:15][CH2:16][C@@H:17]([OH:22])[CH2:18][N:19]=[N+]=[N-])[CH:13]=2)[NH:8][C:7]=1[CH3:23])=[O:5])[CH3:2].C1(P(C2C=CC=CC=2)C2C=CC=CC=2)C=CC=CC=1. (10) Given the product [Cl:35][C:34]1[C:33]([N:36]2[CH2:37][CH2:38][C:39]3([C:43](=[O:44])[N:42]([CH3:45])[CH2:41][CH2:40]3)[CH2:46][CH2:47]2)=[CH:32][C:29]([C:30]#[N:31])=[CH:28][C:27]=1[NH:26][C:2]1[N:7]=[C:6]([N:8]([CH:18]2[CH2:19][CH2:20]2)[CH2:9][C:10]2[CH:15]=[CH:14][C:13]([O:16][CH3:17])=[CH:12][CH:11]=2)[C:5]2=[N:21][CH:22]=[C:23]([C:24]#[N:25])[N:4]2[N:3]=1, predict the reactants needed to synthesize it. The reactants are: Cl[C:2]1[N:7]=[C:6]([N:8]([CH:18]2[CH2:20][CH2:19]2)[CH2:9][C:10]2[CH:15]=[CH:14][C:13]([O:16][CH3:17])=[CH:12][CH:11]=2)[C:5]2=[N:21][CH:22]=[C:23]([C:24]#[N:25])[N:4]2[N:3]=1.[NH2:26][C:27]1[CH:28]=[C:29]([CH:32]=[C:33]([N:36]2[CH2:47][CH2:46][C:39]3([C:43](=[O:44])[N:42]([CH3:45])[CH2:41][CH2:40]3)[CH2:38][CH2:37]2)[C:34]=1[Cl:35])[C:30]#[N:31].CC1(C)C2C(=C(P(C3C=CC=CC=3)C3C=CC=CC=3)C=CC=2)OC2C(P(C3C=CC=CC=3)C3C=CC=CC=3)=CC=CC1=2.C(=O)([O-])[O-].[Cs+].[Cs+].